From a dataset of Reaction yield outcomes from USPTO patents with 853,638 reactions. Predict the reaction yield, written as a fraction of the theoretical maximum amount of product (1.0 means a 100% yield; for example, 0.34 means a 34% yield). The reactants are [CH2:1]([O:3][C:4](=[O:14])[CH2:5]P(OCC)(COC)=O)[CH3:2].[H-].[Na+].[Br:17][C:18]1[CH:25]=[CH:24][C:21]([CH:22]=O)=[C:20]([O:26][C:27]([F:30])([F:29])[F:28])[CH:19]=1.O. The catalyst is C1COCC1. The product is [CH2:1]([O:3][C:4](=[O:14])/[CH:5]=[CH:22]/[C:21]1[CH:24]=[CH:25][C:18]([Br:17])=[CH:19][C:20]=1[O:26][C:27]([F:29])([F:28])[F:30])[CH3:2]. The yield is 0.790.